Dataset: Catalyst prediction with 721,799 reactions and 888 catalyst types from USPTO. Task: Predict which catalyst facilitates the given reaction. (1) Reactant: [CH2:1]([O:8][C:9]([N:11]1[CH:15]([C:16](O)=[O:17])[CH2:14][O:13][C@H:12]1[C:19]1[CH:24]=[CH:23][N:22]=[CH:21][CH:20]=1)=[O:10])[C:2]1[CH:7]=[CH:6][CH:5]=[CH:4][CH:3]=1.CN(C(ON1N=NC2C=CC=NC1=2)=[N+](C)C)C.F[P-](F)(F)(F)(F)F.CCN(C(C)C)C(C)C.[NH2:58][C:59]1[S:60][CH:61]=[C:62]([C:64]2[CH:75]=[CH:74][C:67]([C:68]([NH:70][CH:71]3[CH2:73][CH2:72]3)=[O:69])=[CH:66][CH:65]=2)[N:63]=1. Product: [CH2:1]([O:8][C:9]([N:11]1[CH:15]([C:16](=[O:17])[NH:58][C:59]2[S:60][CH:61]=[C:62]([C:64]3[CH:65]=[CH:66][C:67]([C:68](=[O:69])[NH:70][CH:71]4[CH2:73][CH2:72]4)=[CH:74][CH:75]=3)[N:63]=2)[CH2:14][O:13][CH:12]1[C:19]1[CH:24]=[CH:23][N:22]=[CH:21][CH:20]=1)=[O:10])[C:2]1[CH:3]=[CH:4][CH:5]=[CH:6][CH:7]=1. The catalyst class is: 3. (2) The catalyst class is: 26. Product: [N:30]1[CH:31]=[CH:32][CH:33]=[CH:34][C:29]=1[CH2:28][NH:8][CH2:9][C:10]1[CH:15]=[CH:14][C:13]([CH2:16][N:17]([CH:18]2[C:27]3[N:26]=[CH:25][CH:24]=[CH:23][C:22]=3[CH2:21][CH2:20][CH2:19]2)[C:40](=[O:45])[C@H:39]([CH2:41][C:66]([NH2:57])=[O:44])[NH2:38])=[CH:12][CH:11]=1. Reactant: C(OC([N:8]([CH2:28][C:29]1[CH:34]=[CH:33][CH:32]=[CH:31][N:30]=1)[CH2:9][C:10]1[CH:15]=[CH:14][C:13]([CH2:16][NH:17][CH:18]2[C:27]3[N:26]=[CH:25][CH:24]=[CH:23][C:22]=3[CH2:21][CH2:20][CH2:19]2)=[CH:12][CH:11]=1)=O)(C)(C)C.C([N:38](CC)[CH:39]([CH3:41])[CH3:40])(C)C.[OH2:44].[OH:45]N1C2C=CC=CC=2N=N1.Cl.C[N:57]([CH3:66])CCCN=C=NCC. (3) Reactant: CC([NH:4][C:5]1[S:9][C:8]([S:10]([NH2:13])(=[O:12])=[O:11])=[N:7][N:6]=1)=O. Product: [NH2:4][C:5]1[S:9][C:8]([S:10]([NH2:13])(=[O:12])=[O:11])=[N:7][N:6]=1. The catalyst class is: 33. (4) Reactant: [OH-].[Na+].O.Cl.[C:5]([NH2:13])(=[NH:12])[C:6]1[CH:11]=[CH:10][CH:9]=[CH:8][CH:7]=1.[C:14]([CH2:22][C:23](OCC)=[O:24])(=O)[C:15]1[CH:20]=[CH:19][CH:18]=[CH:17][CH:16]=1.C(O)C. Product: [C:6]1([C:5]2[N:13]=[C:23]([OH:24])[CH:22]=[C:14]([C:15]3[CH:20]=[CH:19][CH:18]=[CH:17][CH:16]=3)[N:12]=2)[CH:11]=[CH:10][CH:9]=[CH:8][CH:7]=1. The catalyst class is: 6.